From a dataset of Full USPTO retrosynthesis dataset with 1.9M reactions from patents (1976-2016). Predict the reactants needed to synthesize the given product. Given the product [OH:20][CH2:19][CH2:18][O:17][CH2:16][CH2:15][O:14][CH2:13][CH2:12][O:10][C:7]1[CH:8]=[CH:9][C:4]([C:2](=[O:3])[CH3:1])=[CH:5][CH:6]=1, predict the reactants needed to synthesize it. The reactants are: [CH3:1][C:2]([C:4]1[CH:5]=[CH:6][C:7]([OH:10])=[CH:8][CH:9]=1)=[O:3].Cl[CH2:12][CH2:13][O:14][CH2:15][CH2:16][O:17][CH2:18][CH2:19][OH:20].C([O-])([O-])=O.[K+].[K+].O.